The task is: Predict the product of the given reaction.. This data is from Forward reaction prediction with 1.9M reactions from USPTO patents (1976-2016). (1) Given the reactants [CH2:1]([O:4][C:5]1[CH:6]=[C:7]([CH:33]=[C:34]([N:36]2[CH2:40][CH2:39][CH2:38][C:37]2=[O:41])[CH:35]=1)[C:8]([NH:10][C@@H:11]([CH2:26][C:27]1[CH:32]=[CH:31][CH:30]=[CH:29][CH:28]=1)[C@@H:12]([OH:25])[CH2:13][C@H:14]([C:16](=[O:24])[NH:17][CH2:18][CH2:19][C:20]([CH3:23])([CH3:22])[CH3:21])[CH3:15])=[O:9])[CH:2]=[CH2:3], predict the reaction product. The product is: [CH2:26]([C@H:11]([NH:10][C:8](=[O:9])[C:7]1[CH:6]=[C:5]([O:4][CH2:1][CH2:2][CH3:3])[CH:35]=[C:34]([N:36]2[CH2:40][CH2:39][CH2:38][C:37]2=[O:41])[CH:33]=1)[C@@H:12]([OH:25])[CH2:13][C@H:14]([C:16](=[O:24])[NH:17][CH2:18][CH2:19][C:20]([CH3:22])([CH3:23])[CH3:21])[CH3:15])[C:27]1[CH:32]=[CH:31][CH:30]=[CH:29][CH:28]=1. (2) Given the reactants [NH2:1][C@H:2]1[CH2:7][CH2:6][N:5]([C:8]([O:10][C:11]([CH3:14])([CH3:13])[CH3:12])=[O:9])[CH2:4][C@H:3]1[O:15][CH2:16][CH3:17].Cl[C:19]([O:21][CH2:22][C:23]1[CH:28]=[CH:27][CH:26]=[CH:25][CH:24]=1)=[O:20], predict the reaction product. The product is: [CH2:22]([O:21][C:19]([NH:1][C@H:2]1[CH2:7][CH2:6][N:5]([C:8]([O:10][C:11]([CH3:12])([CH3:13])[CH3:14])=[O:9])[CH2:4][C@H:3]1[O:15][CH2:16][CH3:17])=[O:20])[C:23]1[CH:28]=[CH:27][CH:26]=[CH:25][CH:24]=1. (3) The product is: [Br:1][C:2]1[CH:11]=[C:6]2[C:5](=[CH:4][CH:3]=1)[NH:12][C:13](=[O:23])[C:14]([O:15][C:16]1[CH:21]=[CH:20][C:19]([Cl:22])=[CH:18][CH:17]=1)=[C:7]2[OH:8]. Given the reactants [Br:1][C:2]1[CH:3]=[CH:4][C:5]([NH:12][C:13](=[O:23])[CH2:14][O:15][C:16]2[CH:21]=[CH:20][C:19]([Cl:22])=[CH:18][CH:17]=2)=[C:6]([CH:11]=1)[C:7](OC)=[O:8].C[Si]([N-][Si](C)(C)C)(C)C.[K+].C(=O)=O.CC(C)=O, predict the reaction product. (4) Given the reactants [I:1]N1C(C)(C)COC1=O.[CH3:10][O:11][C:12]1[CH:22]=[CH:21][C:15]([CH:16]=[CH:17]C(O)=O)=[CH:14][CH:13]=1.CCN(CC)CC, predict the reaction product. The product is: [I:1]/[CH:17]=[CH:16]/[C:15]1[CH:21]=[CH:22][C:12]([O:11][CH3:10])=[CH:13][CH:14]=1.